From a dataset of Reaction yield outcomes from USPTO patents with 853,638 reactions. Predict the reaction yield, written as a fraction of the theoretical maximum amount of product (1.0 means a 100% yield; for example, 0.34 means a 34% yield). (1) The reactants are [F:1][C:2]1[CH:3]=[CH:4][C:5]2[C:11](=O)[C:10]3[CH:13]=[CH:14][CH:15]=[N:16][C:9]=3[CH2:8][O:7][C:6]=2[CH:17]=1.[C@H:18](O)(C([O-])=O)[C@@H](O)C([O-])=O.[Na+].[K+]. The catalyst is [CH3-].C[Al+]C.[CH-]1C=CC=C1.[CH-]1C=CC=C1.[Cl-].[Ti+3].O1CCCC1. The product is [F:1][C:2]1[CH:3]=[CH:4][C:5]2[C:11](=[CH2:18])[C:10]3[CH:13]=[CH:14][CH:15]=[N:16][C:9]=3[CH2:8][O:7][C:6]=2[CH:17]=1. The yield is 0.740. (2) The reactants are [Cl:1][C:2]1[C:3]([O:12][C:13]2[CH:18]=[C:17]([O:19][CH2:20][CH:21]3[CH2:25][CH2:24][CH2:23][O:22]3)[CH:16]=[CH:15][C:14]=2[CH2:26][CH2:27][CH2:28][OH:29])=[N:4][CH:5]=[C:6]([C:8]([F:11])([F:10])[F:9])[CH:7]=1.Cl[S:31]([N:34]=[C:35]=[O:36])(=[O:33])=[O:32].N1C=CC=CC=1.[CH:43]([O:46][CH2:47][CH2:48][NH2:49])([CH3:45])[CH3:44]. The catalyst is C1(C)C=CC=CC=1.O. The product is [CH:43]([O:46][CH2:47][CH2:48][NH:49][S:31]([NH:34][C:35](=[O:36])[O:29][CH2:28][CH2:27][CH2:26][C:14]1[CH:15]=[CH:16][C:17]([O:19][CH2:20][CH:21]2[CH2:25][CH2:24][CH2:23][O:22]2)=[CH:18][C:13]=1[O:12][C:3]1[C:2]([Cl:1])=[CH:7][C:6]([C:8]([F:11])([F:10])[F:9])=[CH:5][N:4]=1)(=[O:33])=[O:32])([CH3:45])[CH3:44]. The yield is 0.450. (3) The reactants are [BH4-].[Li+].[F:3][C:4]1[CH:9]=[CH:8][C:7]([CH:10]([NH:15][C:16](=[O:38])[CH:17]=[C:18]2[CH2:23][CH2:22][N:21]([S:24]([C:27]3[CH:32]=[CH:31][C:30]([O:33][C:34]([F:37])([F:36])[F:35])=[CH:29][CH:28]=3)(=[O:26])=[O:25])[CH2:20][CH2:19]2)[C:11](OC)=[O:12])=[CH:6][CH:5]=1. The catalyst is C1COCC1. The product is [F:3][C:4]1[CH:9]=[CH:8][C:7]([CH:10]([NH:15][C:16](=[O:38])[CH:17]=[C:18]2[CH2:23][CH2:22][N:21]([S:24]([C:27]3[CH:32]=[CH:31][C:30]([O:33][C:34]([F:35])([F:37])[F:36])=[CH:29][CH:28]=3)(=[O:26])=[O:25])[CH2:20][CH2:19]2)[CH2:11][OH:12])=[CH:6][CH:5]=1. The yield is 0.920. (4) The reactants are [Cl:1][C:2]1[CH:3]=[CH:4][C:5]([O:15][CH2:16][C:17]2[C:22]([F:23])=[CH:21][CH:20]=[CH:19][C:18]=2[F:24])=[C:6]([C:8](=O)[CH2:9][CH2:10][C:11](=O)[CH3:12])[CH:7]=1.[NH2:25][C:26]1[CH:27]=[C:28]([CH:32]=[C:33]([Br:35])[CH:34]=1)[C:29]([OH:31])=[O:30].CC1C=CC(S(O)(=O)=O)=CC=1. The catalyst is C(#N)C.C(Cl)Cl. The product is [Cl:1][C:2]1[CH:3]=[CH:4][C:5]([O:15][CH2:16][C:17]2[C:22]([F:23])=[CH:21][CH:20]=[CH:19][C:18]=2[F:24])=[C:6]([C:8]2[N:25]([C:26]3[CH:27]=[C:28]([CH:32]=[C:33]([Br:35])[CH:34]=3)[C:29]([OH:31])=[O:30])[C:11]([CH3:12])=[CH:10][CH:9]=2)[CH:7]=1. The yield is 0.110. (5) The reactants are C(N[C:4]1[S:5][CH:6]=[C:7]([C:9](=[O:15])[C:10]([O:12][CH2:13][CH3:14])=[O:11])[N:8]=1)=O.C(OCC)(=O)C.[Br-:22].[K+].N([O-])=O.[Na+]. The catalyst is C(O)C.O1CCOCC1.S(=O)(=O)(O)O.O. The product is [Br:22][C:4]1[S:5][CH:6]=[C:7]([C:9](=[O:15])[C:10]([O:12][CH2:13][CH3:14])=[O:11])[N:8]=1. The yield is 0.520. (6) The reactants are C([O:8][C:9]1[C:14]([CH3:15])=[CH:13][C:12]([C:16]2[NH:17][C:18](=[O:30])[C:19]3[C:20]([O:28][CH3:29])=[CH:21][C:22]([O:26][CH3:27])=[N:23][C:24]=3[CH:25]=2)=[CH:11][C:10]=1[CH3:31])C1C=CC=CC=1. The catalyst is CN(C=O)C.CO.[Pd]. The product is [OH:8][C:9]1[C:10]([CH3:31])=[CH:11][C:12]([C:16]2[NH:17][C:18](=[O:30])[C:19]3[C:20]([O:28][CH3:29])=[CH:21][C:22]([O:26][CH3:27])=[N:23][C:24]=3[CH:25]=2)=[CH:13][C:14]=1[CH3:15]. The yield is 0.880. (7) The reactants are O[C:2]1([C:15]2[S:19][C:18]3[CH:20]=[CH:21][CH:22]=[CH:23][C:17]=3[C:16]=2[CH:24](O)[CH3:25])[CH2:7][CH2:6][N:5](C(OC(C)(C)C)=O)[CH2:4][CH2:3]1.FC(F)(F)C(O)=O.C([SiH](CC)CC)C. The catalyst is [OH-].[Na+]. The product is [CH2:24]([C:16]1[C:17]2[CH:23]=[CH:22][CH:21]=[CH:20][C:18]=2[S:19][C:15]=1[C:2]1[CH2:7][CH2:6][NH:5][CH2:4][CH:3]=1)[CH3:25]. The yield is 0.720.